From a dataset of Full USPTO retrosynthesis dataset with 1.9M reactions from patents (1976-2016). Predict the reactants needed to synthesize the given product. (1) Given the product [C:14]([CH:13]1[C:11]2([CH2:17][CH2:18][N:8]([C:6]([O:5][C:1]([CH3:4])([CH3:3])[CH3:2])=[O:7])[CH2:9][CH2:10]2)[CH2:12]1)(=[O:15])[NH2:20], predict the reactants needed to synthesize it. The reactants are: [C:1]([O:5][C:6]([N:8]1[CH2:18][CH2:17][C:11]2([CH:13]([C:14](O)=[O:15])[CH2:12]2)[CH2:10][CH2:9]1)=[O:7])([CH3:4])([CH3:3])[CH3:2].C[N:20](C)C=O.C(Cl)(=O)C(Cl)=O. (2) Given the product [F:5][C:6]([F:23])([F:24])[C:7]([C:16]1[CH:21]=[CH:20][C:19]([OH:22])=[C:18]([I:1])[CH:17]=1)([O:12][CH2:13][O:14][CH3:15])[C:8]([F:10])([F:9])[F:11], predict the reactants needed to synthesize it. The reactants are: [I-:1].[K+].[OH-].[K+].[F:5][C:6]([F:24])([F:23])[C:7]([C:16]1[CH:21]=[CH:20][C:19]([OH:22])=[CH:18][CH:17]=1)([O:12][CH2:13][O:14][CH3:15])[C:8]([F:11])([F:10])[F:9].Cl[O-].[Na+].S([O-])([O-])(=O)=S.[Na+].[Na+].Cl. (3) Given the product [C:19]1([CH:18]2[N:6]3[C:7]4[C:12]([C:13]5[C:5]3=[CH:4][CH:3]=[CH:2][C:14]=5[OH:15])=[CH:11][CH:10]=[CH:9][C:8]=4[O:16][CH2:17]2)[CH:20]=[CH:21][CH:22]=[CH:23][CH:24]=1, predict the reactants needed to synthesize it. The reactants are: Cl[CH:2]1[C:14](=[O:15])[C:13]2[C:12]3[C:7]4=[C:8]([O:16][CH2:17][CH:18]([C:19]5[CH:24]=[CH:23][CH:22]=[CH:21][CH:20]=5)[N:6]4[C:5]=2[CH2:4][CH2:3]1)[CH:9]=[CH:10][CH:11]=3.[Li+].[Cl-]. (4) The reactants are: F[C:2]1[CH:7]=[CH:6][C:5]([N+:8]([O-:10])=[O:9])=[CH:4][C:3]=1[N:11]1[C:15](=[O:16])[NH:14][N:13]=[N:12]1.Cl.[OH:18][CH:19]1[CH2:22][NH:21][CH2:20]1.[CH3:23]CN(C(C)C)C(C)C. Given the product [OH:18][CH:19]1[CH2:22][N:21]([C:2]2[CH:7]=[CH:6][C:5]([N+:8]([O-:10])=[O:9])=[CH:4][C:3]=2[N:11]2[C:15](=[O:16])[N:14]([CH3:23])[N:13]=[N:12]2)[CH2:20]1, predict the reactants needed to synthesize it. (5) Given the product [F:34][C:2]1([F:1])[CH:7]([N:8]2[C:16](=[O:17])[NH:15][C:14]3[C:9]2=[N:10][C:11]([NH:18][C:19]2[C:20](=[O:25])[NH:21][CH:22]=[CH:23][CH:24]=2)=[N:12][CH:13]=3)[CH2:6][CH2:5][NH:4][CH2:3]1, predict the reactants needed to synthesize it. The reactants are: [F:1][C:2]1([F:34])[CH:7]([N:8]2[C:16](=[O:17])[NH:15][C:14]3[C:9]2=[N:10][C:11]([NH:18][C:19]2[C:20]([O:25]C)=[N:21][CH:22]=[CH:23][CH:24]=2)=[N:12][CH:13]=3)[CH2:6][CH2:5][N:4](C(OC(C)(C)C)=O)[CH2:3]1.